From a dataset of Reaction yield outcomes from USPTO patents with 853,638 reactions. Predict the reaction yield, written as a fraction of the theoretical maximum amount of product (1.0 means a 100% yield; for example, 0.34 means a 34% yield). (1) The reactants are Br[C:2]1[CH:3]=[C:4]2[N:12]([CH3:13])[CH:11]=[CH:10][C:5]2=[N:6][C:7]=1[C:8]#[N:9].CC(C)([O-:17])C.[Na+].C1C=CC(P(C2C(C3C(P(C4C=CC=CC=4)C4C=CC=CC=4)=CC=C4C=3C=CC=C4)=C3C(C=CC=C3)=CC=2)C2C=CC=CC=2)=CC=1.O=C1[CH2:70][C:69]2([CH2:73][NH:72][CH2:71]2)[CH2:68]1. The catalyst is CC(N(C)C)=O.C(Cl)Cl.C1C=CC(/C=C/C(/C=C/C2C=CC=CC=2)=O)=CC=1.C1C=CC(/C=C/C(/C=C/C2C=CC=CC=2)=O)=CC=1.C1C=CC(/C=C/C(/C=C/C2C=CC=CC=2)=O)=CC=1.[Pd].[Pd]. The product is [CH3:13][N:12]1[C:4]2[C:5](=[N:6][C:7]([C:8]#[N:9])=[C:2]([N:72]3[CH2:73][C:69]4([CH2:70][O:17][CH2:68]4)[CH2:71]3)[CH:3]=2)[CH:10]=[CH:11]1. The yield is 0.690. (2) The reactants are [OH:1][CH2:2][C:3]1[C:7]([CH2:8][O:9][C:10]2[CH:11]=[C:12]3[C:16](=[CH:17][CH:18]=2)[N:15]([CH2:19][C:20]2[CH:21]=[C:22]([CH:27]=[CH:28][CH:29]=2)[C:23]([O:25][CH3:26])=[O:24])[CH:14]=[CH:13]3)=[C:6]([CH:30]([CH3:32])[CH3:31])[O:5][N:4]=1.[Cl:33][C:34]1[CH:39]=[CH:38][CH:37]=[C:36]([Cl:40])[C:35]=1O.C1(P(C2C=CC=CC=2)C2C=CC=CC=2)C=CC=CC=1.N(C(OC(C)C)=O)=NC(OC(C)C)=O. The catalyst is C1(C)C=CC=CC=1. The product is [Cl:33][C:34]1[CH:39]=[CH:38][CH:37]=[C:36]([Cl:40])[C:35]=1[O:1][CH2:2][C:3]1[C:7]([CH2:8][O:9][C:10]2[CH:11]=[C:12]3[C:16](=[CH:17][CH:18]=2)[N:15]([CH2:19][C:20]2[CH:21]=[C:22]([CH:27]=[CH:28][CH:29]=2)[C:23]([O:25][CH3:26])=[O:24])[CH:14]=[CH:13]3)=[C:6]([CH:30]([CH3:32])[CH3:31])[O:5][N:4]=1. The yield is 0.680. (3) The yield is 0.800. The reactants are [O-]P([O-])([O-])=O.[K+].[K+].[K+].[NH:9]1[CH2:14][CH2:13][CH2:12][CH2:11][CH2:10]1.I[C:16]1[CH:21]=[CH:20][CH:19]=[CH:18][CH:17]=1.C(O)CO. The catalyst is [Cu]I.CCCCCC.C(OCC)(=O)C.CC(O)C. The product is [C:16]1([N:9]2[CH2:14][CH2:13][CH2:12][CH2:11][CH2:10]2)[CH:21]=[CH:20][CH:19]=[CH:18][CH:17]=1.